Predict the reaction yield, written as a fraction of the theoretical maximum amount of product (1.0 means a 100% yield; for example, 0.34 means a 34% yield). From a dataset of Reaction yield outcomes from USPTO patents with 853,638 reactions. (1) The reactants are [CH3:1][S:2]([C:5]1[CH:10]=[CH:9][C:8]([S:11]([N:14]2[C:18]([C:19]3[CH:24]=[CH:23][CH:22]=[CH:21][CH:20]=3)=[CH:17][C:16]([CH:25]=O)=[CH:15]2)(=[O:13])=[O:12])=[CH:7][CH:6]=1)(=[O:4])=[O:3].CO.[CH3:29][NH2:30].[BH4-].[Na+].[ClH:33].C(=O)([O-])O.[Na+]. The catalyst is CO. The product is [ClH:33].[CH3:29][NH:30][CH2:25][C:16]1[CH:17]=[C:18]([C:19]2[CH:24]=[CH:23][CH:22]=[CH:21][CH:20]=2)[N:14]([S:11]([C:8]2[CH:9]=[CH:10][C:5]([S:2]([CH3:1])(=[O:4])=[O:3])=[CH:6][CH:7]=2)(=[O:13])=[O:12])[CH:15]=1. The yield is 0.620. (2) The reactants are [NH:1]1[C:9]2[C:4](=[CH:5][CH:6]=[CH:7][C:8]=2[CH:10]=O)[CH:3]=[CH:2]1.[N:12]1[C:21]2[CH:20]([NH:22][CH2:23][CH2:24][CH2:25][CH2:26][NH:27][C:28](=[O:34])[O:29][C:30]([CH3:33])([CH3:32])[CH3:31])[CH2:19][CH2:18][CH2:17][C:16]=2[CH:15]=[CH:14][CH:13]=1.C(O[BH-](OC(=O)C)OC(=O)C)(=O)C.[Na+].C(=O)(O)[O-].[Na+]. The catalyst is ClCCCl.C(O)(=O)C. The product is [NH:1]1[C:9]2[C:4](=[CH:5][CH:6]=[CH:7][C:8]=2[CH2:10][N:22]([CH:20]2[C:21]3[N:12]=[CH:13][CH:14]=[CH:15][C:16]=3[CH2:17][CH2:18][CH2:19]2)[CH2:23][CH2:24][CH2:25][CH2:26][NH:27][C:28](=[O:34])[O:29][C:30]([CH3:33])([CH3:32])[CH3:31])[CH:3]=[CH:2]1. The yield is 0.350. (3) The catalyst is C1COCC1. The reactants are [H-].[H-].[H-].[H-].[Li+].[Al+3].[N:7]([C@@H:10]([C@@H:26]([CH2:32][CH3:33])[CH2:27][C:28]([F:31])([F:30])[F:29])[C:11](N1[C@H](CC2C=CC=CC=2)COC1=O)=[O:12])=[N+]=[N-]. The product is [NH2:7][C@@H:10]([C@@H:26]([CH2:32][CH3:33])[CH2:27][C:28]([F:29])([F:30])[F:31])[CH2:11][OH:12]. The yield is 0.980. (4) The reactants are [Cl:1][C:2]1[CH:3]=[C:4]([NH:16][C:17]2[C:26]3[C:21](=[CH:22][C:23]([O:35][CH2:36][CH2:37][O:38][CH3:39])=[C:24]([NH:27][C:28]([C@@H:30]4[CH2:34][CH2:33][CH2:32][NH:31]4)=[O:29])[CH:25]=3)[N:20]=[CH:19][N:18]=2)[CH:5]=[CH:6][C:7]=1[O:8][CH2:9][C:10]1[CH:15]=[CH:14][CH:13]=[CH:12][N:11]=1.[C:40](O)(=[O:43])[CH:41]=[CH2:42].N1C=CC=CC=1.Cl.CN(C)CCCN=C=NCC. The catalyst is C1COCC1. The product is [Cl:1][C:2]1[CH:3]=[C:4]([NH:16][C:17]2[C:26]3[C:21](=[CH:22][C:23]([O:35][CH2:36][CH2:37][O:38][CH3:39])=[C:24]([NH:27][C:28]([C@@H:30]4[CH2:34][CH2:33][CH2:32][N:31]4[C:40](=[O:43])[CH:41]=[CH2:42])=[O:29])[CH:25]=3)[N:20]=[CH:19][N:18]=2)[CH:5]=[CH:6][C:7]=1[O:8][CH2:9][C:10]1[CH:15]=[CH:14][CH:13]=[CH:12][N:11]=1. The yield is 0.0900. (5) The reactants are C(OC([N:8]1[CH2:13][CH2:12][N:11]([C:14]2[CH:19]=[CH:18][C:17]([O:20][CH2:21][CH2:22][CH2:23][O:24][CH2:25][C:26]3[CH:31]=[CH:30][C:29]([Cl:32])=[CH:28][CH:27]=3)=[CH:16][CH:15]=2)[C@@H:10]([CH2:33][O:34][CH2:35][C:36]2[CH:41]=[CH:40][C:39]([O:42][CH3:43])=[CH:38][CH:37]=2)[CH2:9]1)=O)(C)(C)C.C(Cl)(=O)C. The catalyst is CO. The product is [Cl:32][C:29]1[CH:28]=[CH:27][C:26]([CH2:25][O:24][CH2:23][CH2:22][CH2:21][O:20][C:17]2[CH:16]=[CH:15][C:14]([N:11]3[CH2:12][CH2:13][NH:8][CH2:9][C@@H:10]3[CH2:33][O:34][CH2:35][C:36]3[CH:37]=[CH:38][C:39]([O:42][CH3:43])=[CH:40][CH:41]=3)=[CH:19][CH:18]=2)=[CH:31][CH:30]=1. The yield is 0.580. (6) The reactants are Cl[C:2]1[C:11]2[C:6](=[CH:7][C:8]([O:14][CH2:15][CH2:16][CH2:17][N:18]3[CH2:23][CH2:22][N:21]([CH2:24][CH2:25][F:26])[CH2:20][CH2:19]3)=[C:9]([O:12][CH3:13])[CH:10]=2)[N:5]=[CH:4][N:3]=1.C(=O)([O-])[O-].[K+].[K+].[OH:33][C:34]1[CH:35]=[C:36]2[C:40](=[CH:41][CH:42]=1)[NH:39][C:38]([CH3:43])=[CH:37]2. The catalyst is CC(N(C)C)=O. The product is [F:26][CH2:25][CH2:24][N:21]1[CH2:22][CH2:23][N:18]([CH2:17][CH2:16][CH2:15][O:14][C:8]2[CH:7]=[C:6]3[C:11]([C:2]([O:33][C:34]4[CH:35]=[C:36]5[C:40](=[CH:41][CH:42]=4)[NH:39][C:38]([CH3:43])=[CH:37]5)=[N:3][CH:4]=[N:5]3)=[CH:10][C:9]=2[O:12][CH3:13])[CH2:19][CH2:20]1. The yield is 0.480. (7) The reactants are [F:1][C:2]([F:16])([F:15])[C:3]1[C:13]2[O:12][CH2:11][CH2:10][NH:9][CH2:8][C:7]=2[CH:6]=[C:5]([NH2:14])[CH:4]=1.Cl.[Br:18][C:19]1[CH:20]=[C:21]([S:25](Cl)(=[O:27])=[O:26])[CH:22]=[CH:23][CH:24]=1.CCN(C(C)C)C(C)C. The catalyst is O1CCOCC1.O.C(#N)C. The product is [Br:18][C:19]1[CH:20]=[C:21]([S:25]([NH:14][C:5]2[CH:4]=[C:3]([C:2]([F:1])([F:15])[F:16])[C:13]3[O:12][CH2:11][CH2:10][NH:9][CH2:8][C:7]=3[CH:6]=2)(=[O:27])=[O:26])[CH:22]=[CH:23][CH:24]=1. The yield is 0.230. (8) The reactants are [O:1]=[C:2]1[C:8]2[CH:9]=[CH:10][CH:11]=[CH:12][C:7]=2[O:6][C:5]2[S:13][C:14](C(O)=O)=[CH:15][C:4]=2[NH:3]1. The catalyst is C(O)(=O)C. The product is [S:13]1[C:5]2[O:6][C:7]3[CH:12]=[CH:11][CH:10]=[CH:9][C:8]=3[C:2](=[O:1])[NH:3][C:4]=2[CH:15]=[CH:14]1. The yield is 0.790. (9) The reactants are [CH3:1][C:2]1[CH:7]=[CH:6][C:5]([S:8]([CH2:10][C:11]([CH3:20])([C:16]([F:19])([F:18])[F:17])[C:12]([F:15])([F:14])[F:13])=[O:9])=[CH:4][CH:3]=1.C1C(=O)N([Br:28])C(=O)C1.C(OOC(=O)C1C=CC=CC=1)(=O)C1C=CC=CC=1. The catalyst is C(Cl)(Cl)(Cl)Cl.O. The yield is 0.550. The product is [Br:28][CH2:1][C:2]1[CH:7]=[CH:6][C:5]([S:8]([CH2:10][C:11]([CH3:20])([C:16]([F:19])([F:17])[F:18])[C:12]([F:13])([F:14])[F:15])=[O:9])=[CH:4][CH:3]=1. (10) The reactants are Cl[C:2]1[N:7]=[N:6][C:5]([N:8]2[CH2:13][CH2:12][CH:11]([N:14]([CH3:22])[C:15](=[O:21])[O:16][C:17]([CH3:20])([CH3:19])[CH3:18])[CH2:10][CH2:9]2)=[C:4]2[CH:23]=[N:24][CH:25]=[CH:26][C:3]=12.C1(C)C=CC=CC=1.[CH3:34][N:35]1[C:39](B(O)O)=[CH:38][CH:37]=[N:36]1.C(=O)([O-])[O-].[Na+].[Na+]. The catalyst is CCOC(C)=O.C1(P(C2C=CC=CC=2)C2C=CC=CC=2)C=CC=CC=1.C1(P(C2C=CC=CC=2)C2C=CC=CC=2)C=CC=CC=1.C1(P(C2C=CC=CC=2)C2C=CC=CC=2)C=CC=CC=1.C1(P(C2C=CC=CC=2)C2C=CC=CC=2)C=CC=CC=1.[Pd].O.C(O)C. The product is [CH3:22][N:14]([CH:11]1[CH2:12][CH2:13][N:8]([C:5]2[N:6]=[N:7][C:2]([C:39]3[N:35]([CH3:34])[N:36]=[CH:37][CH:38]=3)=[C:3]3[CH:26]=[CH:25][N:24]=[CH:23][C:4]=23)[CH2:9][CH2:10]1)[C:15](=[O:21])[O:16][C:17]([CH3:20])([CH3:19])[CH3:18]. The yield is 0.659.